Task: Predict which catalyst facilitates the given reaction.. Dataset: Catalyst prediction with 721,799 reactions and 888 catalyst types from USPTO (1) Reactant: [N+:1]([C:4]1[CH:5]=[N:6][N:7]([CH2:9][CH2:10][OH:11])[CH:8]=1)([O-:3])=[O:2].[H-].[Na+].Cl[C:15]1[N:20]=[C:19]([O:21][CH3:22])[CH:18]=[C:17]([O:23][CH3:24])[N:16]=1. Product: [CH3:24][O:23][C:17]1[CH:18]=[C:19]([O:21][CH3:22])[N:20]=[C:15]([O:11][CH2:10][CH2:9][N:7]2[CH:8]=[C:4]([N+:1]([O-:3])=[O:2])[CH:5]=[N:6]2)[N:16]=1. The catalyst class is: 1. (2) Reactant: [N:1]12[CH2:8][CH2:7][C:4]([C:9]([C:18]3[CH:23]=[CH:22][C:21]([CH3:24])=[CH:20][CH:19]=3)([C:11]3[CH:16]=[CH:15][C:14]([CH3:17])=[CH:13][CH:12]=3)[OH:10])([CH2:5][CH2:6]1)[CH2:3][CH2:2]2.[C:25]1([CH2:31][O:32][CH2:33][CH2:34][Br:35])[CH:30]=[CH:29][CH:28]=[CH:27][CH:26]=1. Product: [Br-:35].[OH:10][C:9]([C:11]1[CH:16]=[CH:15][C:14]([CH3:17])=[CH:13][CH:12]=1)([C:18]1[CH:23]=[CH:22][C:21]([CH3:24])=[CH:20][CH:19]=1)[C:4]12[CH2:5][CH2:6][N+:1]([CH2:34][CH2:33][O:32][CH2:31][C:25]3[CH:30]=[CH:29][CH:28]=[CH:27][CH:26]=3)([CH2:8][CH2:7]1)[CH2:2][CH2:3]2. The catalyst class is: 23. (3) Reactant: CCN=C=NCCCN(C)C.C1C=CC2N(O)N=NC=2C=1.Cl.Cl.[CH3:24][C:25]1[N:29]2[C:30](=[O:39])[N:31]([CH:33]3[CH2:38][CH2:37][NH:36][CH2:35][CH2:34]3)[CH2:32][C:28]2=[CH:27][N:26]=1.[Cl:40][C:41]1[CH:46]=[CH:45][C:44](/[CH:47]=[CH:48]/[S:49]([CH2:52][CH2:53][C:54](O)=[O:55])(=[O:51])=[O:50])=[CH:43][CH:42]=1. Product: [Cl:40][C:41]1[CH:42]=[CH:43][C:44](/[CH:47]=[CH:48]/[S:49]([CH2:52][CH2:53][C:54]([N:36]2[CH2:37][CH2:38][CH:33]([N:31]3[CH2:32][C:28]4=[CH:27][N:26]=[C:25]([CH3:24])[N:29]4[C:30]3=[O:39])[CH2:34][CH2:35]2)=[O:55])(=[O:50])=[O:51])=[CH:45][CH:46]=1. The catalyst class is: 556. (4) Reactant: [CH3:1][C:2]([CH3:15])([CH3:14])[CH2:3][C:4](=[O:13])[CH2:5][C@@H:6]([CH2:10][CH:11]=[CH2:12])[C:7]([OH:9])=O.O.ON1C2C=CC=CC=2N=N1.Cl.[CH2:28]([O:30][C:31](=[O:36])[C@H:32]([CH2:34][OH:35])[NH2:33])[CH3:29].C(N(CC)C(C)C)(C)C.Cl.CN(C)CCCN=C=NCC. Product: [CH3:14][C:2]([CH3:1])([CH3:15])[CH2:3][C:4](=[O:13])[CH2:5][C@@H:6]([CH2:10][CH:11]=[CH2:12])[C:7]([NH:33][C@@H:32]([CH2:34][OH:35])[C:31]([O:30][CH2:28][CH3:29])=[O:36])=[O:9]. The catalyst class is: 4.